Dataset: Reaction yield outcomes from USPTO patents with 853,638 reactions. Task: Predict the reaction yield, written as a fraction of the theoretical maximum amount of product (1.0 means a 100% yield; for example, 0.34 means a 34% yield). (1) The yield is 0.630. The catalyst is CCO. The reactants are [Br:1][C:2]1[C:3]([NH2:18])=[N:4][CH:5]=[C:6]([C:8]2[CH:13]=[CH:12][C:11]([C:14]([F:17])([F:16])[F:15])=[CH:10][CH:9]=2)[CH:7]=1.C(=O)(O)[O-].[Na+].Cl[CH2:25][CH:26]=O. The product is [Br:1][C:2]1[C:3]2[N:4]([CH:25]=[CH:26][N:18]=2)[CH:5]=[C:6]([C:8]2[CH:9]=[CH:10][C:11]([C:14]([F:17])([F:15])[F:16])=[CH:12][CH:13]=2)[CH:7]=1. (2) The product is [C:1]1([CH2:7][O:8][C:9]([NH:11][C@H:12]([C:17]([NH:20][C@H:21]([CH2:26][OH:27])[CH2:22][CH2:23][CH2:24][CH3:25])=[O:19])[CH2:13][CH:14]([CH3:15])[CH3:16])=[O:10])[CH:2]=[CH:3][CH:4]=[CH:5][CH:6]=1. The yield is 0.580. No catalyst specified. The reactants are [C:1]1([CH2:7][O:8][C:9]([NH:11][C@H:12]([C:17]([OH:19])=O)[CH2:13][CH:14]([CH3:16])[CH3:15])=[O:10])[CH:6]=[CH:5][CH:4]=[CH:3][CH:2]=1.[NH2:20][C@H:21]([CH2:26][OH:27])[CH2:22][CH2:23][CH2:24][CH3:25]. (3) The reactants are [CH:1]([O:4][C:5]1[C:14]2[C:9](=[CH:10][C:11]([C:15]([F:18])([F:17])[F:16])=[CH:12][CH:13]=2)[N:8]=[C:7]([C:19]([O:21]C)=[O:20])[CH:6]=1)([CH3:3])[CH3:2].[OH-].[K+].C(O)C. The catalyst is O. The product is [CH:1]([O:4][C:5]1[C:14]2[C:9](=[CH:10][C:11]([C:15]([F:16])([F:17])[F:18])=[CH:12][CH:13]=2)[N:8]=[C:7]([C:19]([OH:21])=[O:20])[CH:6]=1)([CH3:3])[CH3:2]. The yield is 0.960. (4) The reactants are C([NH:4][C:5]1[CH:13]=[C:12]([N+:14]([O-:16])=[O:15])[C:11]([O:17][CH3:18])=[CH:10][C:6]=1[C:7]([OH:9])=[O:8])(=O)C.Cl. The catalyst is O. The product is [NH2:4][C:5]1[CH:13]=[C:12]([N+:14]([O-:16])=[O:15])[C:11]([O:17][CH3:18])=[CH:10][C:6]=1[C:7]([OH:9])=[O:8]. The yield is 0.500. (5) The reactants are [C:1]([C:3]([C:20]#[N:21])=[C:4](OC)[C:5]1[CH:10]=[CH:9][C:8]([O:11][C:12]2[CH:17]=[CH:16][CH:15]=[CH:14][CH:13]=2)=[CH:7][CH:6]=1)#[N:2].O.[NH2:23][NH2:24].O. The catalyst is C(O)C. The product is [NH2:2][C:1]1[C:3]([C:20]#[N:21])=[C:4]([C:5]2[CH:10]=[CH:9][C:8]([O:11][C:12]3[CH:17]=[CH:16][CH:15]=[CH:14][CH:13]=3)=[CH:7][CH:6]=2)[NH:24][N:23]=1. The yield is 0.800. (6) The reactants are [C:1]([C:4]1[C:9]([C:10]2[CH:15]=[CH:14][CH:13]=[CH:12][CH:11]=2)=[N:8][N:7]([CH2:16][CH3:17])[C:6](=[O:18])[C:5]=1[N+:19]([O-])=O)(=[O:3])[CH3:2].N[C:23]1[CH:28]=[N:27][CH:26]=[CH:25][N:24]=1. The catalyst is C(O)C. The product is [C:1]([C:4]1[C:9]([C:10]2[CH:15]=[CH:14][CH:13]=[CH:12][CH:11]=2)=[N:8][N:7]([CH2:16][CH3:17])[C:6](=[O:18])[C:5]=1[NH:19][C:23]1[CH:28]=[N:27][CH:26]=[CH:25][N:24]=1)(=[O:3])[CH3:2]. The yield is 0.136. (7) The reactants are C([C@@:8]([NH2:34])([CH2:26][C:27]1[CH:32]=[CH:31][C:30]([Cl:33])=[CH:29][CH:28]=1)[C:9]([N:11]1[CH2:16][CH2:15][N:14]([C:17]2[C:18]3[CH:25]=[CH:24][NH:23][C:19]=3[N:20]=[CH:21][N:22]=2)[CH2:13][CH2:12]1)=[O:10])(OC(C)(C)C)=O.[ClH:35].O1CCOCC1. The catalyst is O1CCOCC1. The product is [ClH:33].[ClH:35].[NH2:34][C@H:8]([CH2:26][C:27]1[CH:32]=[CH:31][C:30]([Cl:33])=[CH:29][CH:28]=1)[C:9]([N:11]1[CH2:16][CH2:15][N:14]([C:17]2[C:18]3[CH:25]=[CH:24][NH:23][C:19]=3[N:20]=[CH:21][N:22]=2)[CH2:13][CH2:12]1)=[O:10]. The yield is 0.380.